From a dataset of Full USPTO retrosynthesis dataset with 1.9M reactions from patents (1976-2016). Predict the reactants needed to synthesize the given product. (1) Given the product [OH:15][NH:14][C:1]([C:3]1[CH:12]=[CH:11][C:6]([C:7]([O:9][CH3:10])=[O:16])=[CH:5][CH:4]=1)=[NH:2], predict the reactants needed to synthesize it. The reactants are: [C:1]([C:3]1[CH:12]=[CH:11][C:6]([C:7]([O:9][CH3:10])=O)=[CH:5][CH:4]=1)#[N:2].Cl.[NH2:14][OH:15].[OH2:16].C(Cl)Cl. (2) Given the product [Cl:19][C:5]1[C:6]([NH:8][C@H:9]2[CH:14]3[CH2:15][CH:11]([CH2:12][CH2:13]3)[C@H:10]2[C:16]([NH2:18])=[O:17])=[N:7][C:2]([NH:35][C:32]2[CH:33]=[CH:34][C:27]3[CH2:26][CH2:25][N:24]([CH2:23][CH2:22][O:21][CH3:20])[CH2:30][CH2:29][C:28]=3[CH:31]=2)=[N:3][CH:4]=1, predict the reactants needed to synthesize it. The reactants are: Cl[C:2]1[N:7]=[C:6]([NH:8][CH:9]2[CH:14]3[CH2:15][CH:11]([CH2:12][CH2:13]3)[CH:10]2[C:16]([NH2:18])=[O:17])[C:5]([Cl:19])=[CH:4][N:3]=1.[CH3:20][O:21][CH2:22][CH2:23][N:24]1[CH2:30][CH2:29][C:28]2[CH:31]=[C:32]([NH2:35])[CH:33]=[CH:34][C:27]=2[CH2:26][CH2:25]1.C(O)(C)C. (3) Given the product [C:1]([O:5][C:6]([N:8]1[CH2:13][CH2:12][N:11]([C:14]2[N:19]=[C:18]([C:20]3[CH:25]=[CH:24][N:23]=[C:22]([NH:36][CH:30]4[CH2:35][CH2:34][CH2:33][CH2:32][CH2:31]4)[CH:21]=3)[CH:17]=[C:16]([N+:27]([O-:29])=[O:28])[CH:15]=2)[CH2:10][CH2:9]1)=[O:7])([CH3:4])([CH3:3])[CH3:2], predict the reactants needed to synthesize it. The reactants are: [C:1]([O:5][C:6]([N:8]1[CH2:13][CH2:12][N:11]([C:14]2[N:19]=[C:18]([C:20]3[CH:25]=[CH:24][N:23]=[C:22](F)[CH:21]=3)[CH:17]=[C:16]([N+:27]([O-:29])=[O:28])[CH:15]=2)[CH2:10][CH2:9]1)=[O:7])([CH3:4])([CH3:3])[CH3:2].[CH:30]1([NH2:36])[CH2:35][CH2:34][CH2:33][CH2:32][CH2:31]1. (4) Given the product [CH:30]([S:33]([N:25]1[CH2:26][CH2:27][CH2:28][CH:23]([C:14]2[C:15]3[C:16](=[N:17][CH:18]=[C:19]([CH3:21])[CH:20]=3)[NH:22][C:13]=2[C:10]2[CH:9]=[CH:8][C:7]([O:6][CH2:5][CH2:4][CH2:3][N:2]([CH3:1])[CH3:29])=[CH:12][CH:11]=2)[CH2:24]1)(=[O:35])=[O:34])([CH3:32])[CH3:31], predict the reactants needed to synthesize it. The reactants are: [CH3:1][N:2]([CH3:29])[CH2:3][CH2:4][CH2:5][O:6][C:7]1[CH:12]=[CH:11][C:10]([C:13]2[NH:22][C:16]3=[N:17][CH:18]=[C:19]([CH3:21])[CH:20]=[C:15]3[C:14]=2[CH:23]2[CH2:28][CH2:27][CH2:26][NH:25][CH2:24]2)=[CH:9][CH:8]=1.[CH:30]([S:33](Cl)(=[O:35])=[O:34])([CH3:32])[CH3:31]. (5) Given the product [Cl:1][C:2]1[CH:3]=[CH:4][C:5]([O:23][CH3:24])=[C:6]([CH:22]=1)[C:7]([NH:9][CH2:10][CH2:11][CH:12]1[CH2:17][CH2:16][N:15]([S:18]([NH:21][C:31]([NH:30][CH2:27][CH2:28][CH3:29])=[O:36])(=[O:20])=[O:19])[CH2:14][CH2:13]1)=[O:8], predict the reactants needed to synthesize it. The reactants are: [Cl:1][C:2]1[CH:3]=[CH:4][C:5]([O:23][CH3:24])=[C:6]([CH:22]=1)[C:7]([NH:9][CH2:10][CH2:11][CH:12]1[CH2:17][CH2:16][N:15]([S:18]([NH2:21])(=[O:20])=[O:19])[CH2:14][CH2:13]1)=[O:8].[OH-].[Na+].[CH2:27]([NH:30][C:31](=[O:36])C(Cl)(Cl)Cl)[CH2:28][CH3:29]. (6) Given the product [C:2]([C:4]1([NH:7][C:8]([C@@H:10]2[CH2:14][C@@H:13]([S:15]([C:18]3[CH:23]=[CH:22][CH:21]=[CH:20][C:19]=3[Cl:24])(=[O:17])=[O:16])[CH2:12][N:11]2[CH:25]2[CH2:28][CH2:27][CH2:26]2)=[O:9])[CH2:6][CH2:5]1)#[N:3], predict the reactants needed to synthesize it. The reactants are: Cl.[C:2]([C:4]1([NH:7][C:8]([C@@H:10]2[CH2:14][C@@H:13]([S:15]([C:18]3[CH:23]=[CH:22][CH:21]=[CH:20][C:19]=3[Cl:24])(=[O:17])=[O:16])[CH2:12][NH:11]2)=[O:9])[CH2:6][CH2:5]1)#[N:3].[C:25]1(=O)[CH2:28][CH2:27][CH2:26]1. (7) Given the product [C:8]([O:12][C:13](=[O:31])[C:14]1[C:19]([NH:20][C:21]2[CH:26]=[CH:25][C:24]([Br:27])=[CH:23][C:22]=2[Cl:28])=[C:18]([Cl:29])[C:17]([NH:3][CH2:1][CH:35]([OH:36])[CH3:37])=[N:16][CH:15]=1)([CH3:9])([CH3:10])[CH3:11], predict the reactants needed to synthesize it. The reactants are: [CH2:1]([N:3](CC)CC)C.[C:8]([O:12][C:13](=[O:31])[C:14]1[C:19]([NH:20][C:21]2[CH:26]=[CH:25][C:24]([Br:27])=[CH:23][C:22]=2[Cl:28])=[C:18]([Cl:29])[C:17](Cl)=[N:16][CH:15]=1)([CH3:11])([CH3:10])[CH3:9].CCO[C:35]([CH3:37])=[O:36].